Dataset: Forward reaction prediction with 1.9M reactions from USPTO patents (1976-2016). Task: Predict the product of the given reaction. Given the reactants C[O:2][C:3](=O)[C:4]([N:7]1[CH2:10][CH:9]([C:11]2[CH:12]=[CH:13][C:14]3[O:23][CH2:22][CH2:21][C:20]4[N:16]([N:17]=[C:18]([C:24]5[N:25]([CH:29]([CH3:31])[CH3:30])[N:26]=[CH:27][N:28]=5)[CH:19]=4)[C:15]=3[CH:32]=2)[CH2:8]1)([CH3:6])[CH3:5].CC(C[AlH]CC(C)C)C, predict the reaction product. The product is: [CH:29]([N:25]1[C:24]([C:18]2[CH:19]=[C:20]3[N:16]([C:15]4[CH:32]=[C:11]([CH:9]5[CH2:10][N:7]([C:4]([CH3:6])([CH3:5])[CH2:3][OH:2])[CH2:8]5)[CH:12]=[CH:13][C:14]=4[O:23][CH2:22][CH2:21]3)[N:17]=2)=[N:28][CH:27]=[N:26]1)([CH3:31])[CH3:30].